From a dataset of Forward reaction prediction with 1.9M reactions from USPTO patents (1976-2016). Predict the product of the given reaction. (1) Given the reactants [NH2:1][C:2]1[CH:7]=[CH:6][C:5]([C:8]([N:10]2[CH2:15][CH2:14][N:13]([CH2:16][C:17]3[CH:22]=[CH:21][C:20]([C:23]([OH:32])([C:28]([F:31])([F:30])[F:29])[C:24]([F:27])([F:26])[F:25])=[CH:19][CH:18]=3)[CH2:12][CH2:11]2)=[O:9])=[CH:4][C:3]=1[F:33].C(N(CC)CC)C.[CH3:41][C:42]([CH3:48])([CH3:47])[CH2:43][C:44](Cl)=[O:45], predict the reaction product. The product is: [F:33][C:3]1[CH:4]=[C:5]([C:8]([N:10]2[CH2:11][CH2:12][N:13]([CH2:16][C:17]3[CH:22]=[CH:21][C:20]([C:23]([OH:32])([C:24]([F:25])([F:26])[F:27])[C:28]([F:30])([F:31])[F:29])=[CH:19][CH:18]=3)[CH2:14][CH2:15]2)=[O:9])[CH:6]=[CH:7][C:2]=1[NH:1][C:44](=[O:45])[CH2:43][C:42]([CH3:48])([CH3:47])[CH3:41]. (2) Given the reactants [NH2:1][C:2]1[CH:7]=[CH:6][C:5]([Br:8])=[CH:4][C:3]=1[OH:9].N1C=CC=CC=1.[F:16][CH:17]([F:27])[C:18]1[CH:26]=[CH:25][C:21]([C:22](Cl)=[O:23])=[CH:20][CH:19]=1, predict the reaction product. The product is: [Br:8][C:5]1[CH:6]=[CH:7][C:2]([NH:1][C:22](=[O:23])[C:21]2[CH:20]=[CH:19][C:18]([CH:17]([F:16])[F:27])=[CH:26][CH:25]=2)=[C:3]([OH:9])[CH:4]=1. (3) Given the reactants [NH2:1][C:2]1[S:3][C:4]([C:17]2[CH:22]=[CH:21][CH:20]=[C:19]([F:23])[CH:18]=2)=[C:5]([C:7]([N:9]2[CH2:14][C@H:13]3[C@H:11]([CH2:12]3)[C@H:10]2[CH2:15][NH2:16])=[O:8])[N:6]=1.[CH2:24]([N:26]1[C:30]([C:31](O)=[O:32])=[CH:29][C:28]([CH3:34])=[N:27]1)[CH3:25], predict the reaction product. The product is: [NH2:1][C:2]1[S:3][C:4]([C:17]2[CH:22]=[CH:21][CH:20]=[C:19]([F:23])[CH:18]=2)=[C:5]([C:7]([N:9]2[CH2:14][C@H:13]3[C@H:11]([CH2:12]3)[C@H:10]2[CH2:15][NH:16][C:31]([C:30]2[N:26]([CH2:24][CH3:25])[N:27]=[C:28]([CH3:34])[CH:29]=2)=[O:32])=[O:8])[N:6]=1. (4) Given the reactants [Cl:1][C:2]1[N:3]=[CH:4][NH:5][C:6]=1[Cl:7].[OH-:8].[K+].[Br:10][CH2:11][C:12]1[CH:22]=[CH:21][C:15]([O:16][CH2:17][C:18]([OH:20])=[O:19])=[CH:14][CH:13]=1, predict the reaction product. The product is: [Br-:10].[C:18]([CH2:17][O:16][C:15]1[CH:21]=[CH:22][C:12]([CH2:11][N:3]2[C:2]([Cl:1])=[C:6]([Cl:7])[N+:5]([CH2:11][C:12]3[CH:22]=[CH:21][C:15]([O:8][CH2:17][C:18]([OH:20])=[O:19])=[CH:14][CH:13]=3)=[CH:4]2)=[CH:13][CH:14]=1)([OH:20])=[O:19].